From a dataset of Forward reaction prediction with 1.9M reactions from USPTO patents (1976-2016). Predict the product of the given reaction. (1) Given the reactants [CH2:1]([C:3]1[O:4][C:5]([C:8]([OH:10])=O)=[CH:6][N:7]=1)[CH3:2].Cl.[NH2:12][C@H:13]([CH2:22][C:23]1[CH:28]=[CH:27][C:26]([C:29]2[CH:34]=[CH:33][CH:32]=[C:31]([Cl:35])[CH:30]=2)=[CH:25][CH:24]=1)[CH2:14][CH:15]([CH3:21])[C:16]([O:18][CH2:19][CH3:20])=[O:17].CN(C(ON1N=NC2C=CC=NC1=2)=[N+](C)C)C.F[P-](F)(F)(F)(F)F, predict the reaction product. The product is: [Cl:35][C:31]1[CH:30]=[C:29]([C:26]2[CH:27]=[CH:28][C:23]([CH2:22][C@@H:13]([NH:12][C:8]([C:5]3[O:4][C:3]([CH2:1][CH3:2])=[N:7][CH:6]=3)=[O:10])[CH2:14][CH:15]([CH3:21])[C:16]([O:18][CH2:19][CH3:20])=[O:17])=[CH:24][CH:25]=2)[CH:34]=[CH:33][CH:32]=1. (2) Given the reactants [NH2:1][CH2:2][CH2:3][N:4]1[CH2:9][CH2:8][N:7]([C:10]2[C:19]3[C:14](=[CH:15][CH:16]=[C:17]([O:20][CH3:21])[N:18]=3)[N:13]=[CH:12][CH:11]=2)[C:6](=[O:22])[CH2:5]1.[O-]S([O-])(=O)=O.[Na+].[Na+].[O:30]=[C:31]1[CH2:36][S:35][C:34]2[CH:37]=[CH:38][C:39]([CH:41]=O)=[N:40][C:33]=2[NH:32]1.[BH-](OC(C)=O)(OC(C)=O)OC(C)=O.[Na+], predict the reaction product. The product is: [CH3:21][O:20][C:17]1[N:18]=[C:19]2[C:14](=[CH:15][CH:16]=1)[N:13]=[CH:12][CH:11]=[C:10]2[N:7]1[CH2:8][CH2:9][N:4]([CH2:3][CH2:2][NH:1][CH2:41][C:39]2[CH:38]=[CH:37][C:34]3[S:35][CH2:36][C:31](=[O:30])[NH:32][C:33]=3[N:40]=2)[CH2:5][C:6]1=[O:22].